Dataset: Peptide-MHC class II binding affinity with 134,281 pairs from IEDB. Task: Regression. Given a peptide amino acid sequence and an MHC pseudo amino acid sequence, predict their binding affinity value. This is MHC class II binding data. (1) The MHC is HLA-DQA10501-DQB10302 with pseudo-sequence HLA-DQA10501-DQB10302. The peptide sequence is YAFVGVMYNLWKMKTK. The binding affinity (normalized) is 0.409. (2) The peptide sequence is ENVIDVKLVDANGKL. The binding affinity (normalized) is 0. The MHC is DRB1_0901 with pseudo-sequence DRB1_0901. (3) The peptide sequence is FKSGRGCGSCFEIKC. The MHC is HLA-DQA10501-DQB10201 with pseudo-sequence HLA-DQA10501-DQB10201. The binding affinity (normalized) is 0.0520.